Dataset: Full USPTO retrosynthesis dataset with 1.9M reactions from patents (1976-2016). Task: Predict the reactants needed to synthesize the given product. (1) Given the product [F:36][C:1]1[CH:6]=[CH:5][CH:4]=[CH:3][C:2]=1[C:7]1[CH:12]=[CH:11][N:10]=[CH:9][C:8]=1[NH:13][CH2:30][C:31]([F:34])([F:33])[F:32], predict the reactants needed to synthesize it. The reactants are: [C:1]1(C)[CH:6]=[CH:5][CH:4]=[CH:3][C:2]=1[C:7]1[CH:12]=[CH:11][N:10]=[CH:9][C:8]=1[N:13]([CH2:30][C:31]([F:34])([F:33])[F:32])C(=O)C1C=C(C(F)(F)F)N=C(C(F)(F)F)C=1.[F:36]C1C=CC=CC=1B(O)O. (2) Given the product [F:11][C:5]1[CH:4]=[C:3]([C:12]2[O:16][CH:15]=[N:14][CH:13]=2)[C:2]([F:1])=[CH:7][C:6]=1[NH2:8], predict the reactants needed to synthesize it. The reactants are: [F:1][C:2]1[CH:7]=[C:6]([N+:8]([O-])=O)[C:5]([F:11])=[CH:4][C:3]=1[C:12]1[O:16][CH:15]=[N:14][CH:13]=1. (3) Given the product [CH2:1]([N:7]([CH2:21][CH2:22][CH:23]([CH3:24])[CH3:28])[C:8](=[O:20])[NH:9][C:10]1[S:11][C:12]([S:15][CH2:16][C:17]([OH:19])=[O:18])=[CH:13][N:14]=1)[CH2:2][CH2:3][CH3:4], predict the reactants needed to synthesize it. The reactants are: [CH:1]1([N:7]([CH2:21][CH2:22][C:23]2[CH:28]=CC=C[CH:24]=2)[C:8](=[O:20])[NH:9][C:10]2[S:11][C:12]([S:15][CH2:16][C:17]([OH:19])=[O:18])=[CH:13][N:14]=2)CC[CH2:4][CH2:3][CH2:2]1.C(=O)CC(C)C.C(N)CCC.C(OC(=O)CSC1SC(N)=NC=1)C. (4) Given the product [CH3:52][NH:48][C:29]([C:27]1[N:26]=[N:25][N:24]([CH2:23][CH2:22][CH2:21][CH2:20][C:17]2[N:18]=[N:19][C:14]([NH:13][C:11](=[O:12])[CH2:10][C:6]3[CH:7]=[CH:8][CH:9]=[C:4]([O:3][C:2]([F:32])([F:1])[F:33])[CH:5]=3)=[CH:15][CH:16]=2)[CH:28]=1)=[O:31], predict the reactants needed to synthesize it. The reactants are: [F:1][C:2]([F:33])([F:32])[O:3][C:4]1[CH:5]=[C:6]([CH2:10][C:11]([NH:13][C:14]2[N:19]=[N:18][C:17]([CH2:20][CH2:21][CH2:22][CH2:23][N:24]3[CH:28]=[C:27]([C:29]([OH:31])=O)[N:26]=[N:25]3)=[CH:16][CH:15]=2)=[O:12])[CH:7]=[CH:8][CH:9]=1.CN.C1COCC1.F[P-](F)(F)(F)(F)F.[N:48]1(O[P+](N(C)C)(N(C)C)N(C)C)[C:52]2C=CC=CC=2N=N1.CCN(C(C)C)C(C)C. (5) Given the product [Cl:16][C:13]1[CH:12]=[CH:11][C:10]([CH:9]([C:8]2[C:6]3[C:5](=[C:4]([F:41])[CH:3]=[C:2]([C:3]4[CH:2]=[CH:7][C:6]([CH3:8])=[CH:5][CH:4]=4)[CH:7]=3)[NH:44][N:43]=2)[CH:17]([C:21]2[CH:38]=[CH:37][C:24]([C:25]([NH:27][CH2:28][CH2:29][C:30]([OH:32])=[O:31])=[O:26])=[CH:23][CH:22]=2)[CH2:18][CH2:19][CH3:20])=[CH:15][CH:14]=1, predict the reactants needed to synthesize it. The reactants are: Br[C:2]1[CH:3]=[C:4]([F:41])[C:5](F)=[C:6]([C:8](=O)[CH:9]([CH:17]([C:21]2[CH:38]=[CH:37][C:24]([C:25]([NH:27][CH2:28][CH2:29][C:30]([O:32]C(C)(C)C)=[O:31])=[O:26])=[CH:23][CH:22]=2)[CH2:18][CH2:19][CH3:20])[C:10]2[CH:15]=[CH:14][C:13]([Cl:16])=[CH:12][CH:11]=2)[CH:7]=1.O.[NH2:43][NH2:44]. (6) Given the product [O:36]=[S:26]1(=[O:25])[CH2:31][CH2:30][N:29]([CH2:32][CH2:33][CH2:34][O:1][C:2]2[CH:11]=[C:10]3[C:5]([C:6]([NH:12][C:13]4[CH:14]=[C:15]5[C:19](=[CH:20][CH:21]=4)[NH:18][C:17]([CH3:22])=[CH:16]5)=[N:7][CH:8]=[N:9]3)=[CH:4][C:3]=2[O:23][CH3:24])[CH2:28][CH2:27]1, predict the reactants needed to synthesize it. The reactants are: [OH:1][C:2]1[CH:11]=[C:10]2[C:5]([C:6]([NH:12][C:13]3[CH:14]=[C:15]4[C:19](=[CH:20][CH:21]=3)[NH:18][C:17]([CH3:22])=[CH:16]4)=[N:7][CH:8]=[N:9]2)=[CH:4][C:3]=1[O:23][CH3:24].[O:25]=[S:26]1(=[O:36])[CH2:31][CH2:30][N:29]([CH2:32][CH2:33][CH2:34]O)[CH2:28][CH2:27]1. (7) Given the product [N:50]1([C:56]2[CH:57]=[C:58]([NH:62][C:23]([C:18]3[C:19](=[O:22])[O:20][C:21]4[C:16]([CH:17]=3)=[CH:15][CH:14]=[CH:13][C:12]=4[O:11][CH3:10])=[O:25])[CH:59]=[CH:60][CH:61]=2)[CH2:51][CH2:52][O:53][CH2:54][CH2:55]1, predict the reactants needed to synthesize it. The reactants are: CCN(C(C)C)C(C)C.[CH3:10][O:11][C:12]1[CH:13]=[CH:14][CH:15]=[C:16]2[C:21]=1[O:20][C:19](=[O:22])[C:18]([C:23]([OH:25])=O)=[CH:17]2.CN(C(ON1N=NC2C=CC=NC1=2)=[N+](C)C)C.F[P-](F)(F)(F)(F)F.[N:50]1([C:56]2[CH:57]=[C:58]([NH2:62])[CH:59]=[CH:60][CH:61]=2)[CH2:55][CH2:54][O:53][CH2:52][CH2:51]1.